This data is from Full USPTO retrosynthesis dataset with 1.9M reactions from patents (1976-2016). The task is: Predict the reactants needed to synthesize the given product. (1) Given the product [C:1]([N:6]1[CH2:11][CH2:10][CH:9]([N:12]([C@H:24]2[CH2:29][CH2:28][C@H:27]([CH3:30])[CH2:26][CH2:25]2)[C:13]([NH:15][C:16]2[S:17][C:18]([S:21][CH2:40][CH2:41][N:42]3[CH2:46][CH2:45][CH2:44][CH2:43]3)=[CH:19][N:20]=2)=[O:14])[CH2:8][CH2:7]1)(=[O:5])[CH2:2][CH2:3][CH3:4], predict the reactants needed to synthesize it. The reactants are: [C:1]([N:6]1[CH2:11][CH2:10][CH:9]([N:12]([C@H:24]2[CH2:29][CH2:28][C@H:27]([CH3:30])[CH2:26][CH2:25]2)[C:13]([NH:15][C:16]2[S:17][C:18]([S:21]C#N)=[CH:19][N:20]=2)=[O:14])[CH2:8][CH2:7]1)(=[O:5])[CH2:2][CH2:3][CH3:4].SC[C@@H]([C@@H](CS)O)O.Cl[CH2:40][CH2:41][N:42]1[CH2:46][CH2:45][CH2:44][CH2:43]1. (2) Given the product [CH3:41][N:40]([CH3:42])[C:38]([CH2:37][O:24][C:23](=[O:25])[C@@H:22]([NH:21][C:19]([C:15]1[C:16]([CH3:18])=[N:17][C:12]([NH:11][CH2:10][CH2:9][CH2:8][C:4]2[CH:5]=[CH:6][CH:7]=[C:2]([OH:1])[CH:3]=2)=[N:13][C:14]=1[CH3:35])=[O:20])[CH2:26][NH:27][C:28]([C:30]1[S:31][CH:32]=[CH:33][CH:34]=1)=[O:29])=[O:39], predict the reactants needed to synthesize it. The reactants are: [OH:1][C:2]1[CH:3]=[C:4]([CH2:8][CH2:9][CH2:10][NH:11][C:12]2[N:17]=[C:16]([CH3:18])[C:15]([C:19]([NH:21][C@@H:22]([CH2:26][NH:27][C:28]([C:30]3[S:31][CH:32]=[CH:33][CH:34]=3)=[O:29])[C:23]([OH:25])=[O:24])=[O:20])=[C:14]([CH3:35])[N:13]=2)[CH:5]=[CH:6][CH:7]=1.Cl[CH2:37][C:38]([N:40]([CH3:42])[CH3:41])=[O:39].[I-].[Na+].C(N(CC)CC)C. (3) Given the product [CH2:1]([O:8][C:9]([NH:10][C@@H:11]1[CH2:16][CH2:15][CH2:14][CH2:13][C@H:12]1[CH2:17][O:18][S:26]([C:23]1[CH:24]=[CH:25][C:20]([CH3:30])=[CH:21][CH:22]=1)(=[O:28])=[O:27])=[O:19])[C:2]1[CH:3]=[CH:4][CH:5]=[CH:6][CH:7]=1, predict the reactants needed to synthesize it. The reactants are: [CH2:1]([O:8][C:9](=[O:19])[NH:10][C@@H:11]1[CH2:16][CH2:15][CH2:14][CH2:13][C@H:12]1[CH2:17][OH:18])[C:2]1[CH:7]=[CH:6][CH:5]=[CH:4][CH:3]=1.[C:20]1([CH3:30])[CH:25]=[CH:24][C:23]([S:26](Cl)(=[O:28])=[O:27])=[CH:22][CH:21]=1.